This data is from Peptide-MHC class II binding affinity with 134,281 pairs from IEDB. The task is: Regression. Given a peptide amino acid sequence and an MHC pseudo amino acid sequence, predict their binding affinity value. This is MHC class II binding data. (1) The peptide sequence is FLLFLVLIMLIIFWF. The MHC is DRB1_0101 with pseudo-sequence DRB1_0101. The binding affinity (normalized) is 0.280. (2) The peptide sequence is KSTNGLRIKSYEDAK. The MHC is HLA-DPA10301-DPB10402 with pseudo-sequence HLA-DPA10301-DPB10402. The binding affinity (normalized) is 0.137. (3) The peptide sequence is RPGPSRGVQGFIFFF. The MHC is DRB1_0801 with pseudo-sequence DRB1_0801. The binding affinity (normalized) is 0.346. (4) The peptide sequence is KIVSLIKNLLVALKD. The MHC is HLA-DQA10102-DQB10602 with pseudo-sequence HLA-DQA10102-DQB10602. The binding affinity (normalized) is 0.327. (5) The MHC is HLA-DQA10102-DQB10602 with pseudo-sequence HLA-DQA10102-DQB10602. The binding affinity (normalized) is 0.836. The peptide sequence is AAAGAGTTVYGAFAA. (6) The peptide sequence is RQCCHKAMENFTDDD. The MHC is H-2-IAb with pseudo-sequence H-2-IAb. The binding affinity (normalized) is 0.